From a dataset of Full USPTO retrosynthesis dataset with 1.9M reactions from patents (1976-2016). Predict the reactants needed to synthesize the given product. (1) Given the product [CH2:1]([O:3][C:4](=[O:17])[CH2:5][C:6]1[C:20]([CH3:21])=[CH:19][N:8]2[C:7]=1[CH:12]=[CH:11][C:10]([C:13]([F:14])([F:15])[F:16])=[CH:9]2)[CH3:2], predict the reactants needed to synthesize it. The reactants are: [CH2:1]([O:3][C:4](=[O:17])[CH2:5][CH2:6][C:7]1[CH:12]=[CH:11][C:10]([C:13]([F:16])([F:15])[F:14])=[CH:9][N:8]=1)[CH3:2].Br[CH2:19][C:20](=O)[CH3:21].C(=O)([O-])O.[Na+]. (2) Given the product [Cl:19][C:10]1[CH:9]=[C:8]([C:13]([F:16])([F:15])[F:14])[N:7]=[C:6]([CH:1]2[CH2:5][CH2:4][CH2:3][CH2:2]2)[N:11]=1, predict the reactants needed to synthesize it. The reactants are: [CH:1]1([C:6]2[N:11]=[C:10](O)[CH:9]=[C:8]([C:13]([F:16])([F:15])[F:14])[N:7]=2)[CH2:5][CH2:4][CH2:3][CH2:2]1.O=P(Cl)(Cl)[Cl:19].[OH-].[Na+].